This data is from Catalyst prediction with 721,799 reactions and 888 catalyst types from USPTO. The task is: Predict which catalyst facilitates the given reaction. (1) Reactant: N[C:2]1[N:11]=[CH:10][C:9]2[C:4](=[CH:5][CH:6]=[C:7]([Br:12])[CH:8]=2)[N:3]=1.[I:13]CI.C1COCC1.N(OCCC(C)C)=O. Product: [Br:12][C:7]1[CH:8]=[C:9]2[C:4](=[CH:5][CH:6]=1)[N:3]=[C:2]([I:13])[N:11]=[CH:10]2. The catalyst class is: 25. (2) Product: [CH2:1]([C:8]1[CH:13]=[CH:12][C:11]([B:19]2[O:23][C:22]([CH3:25])([CH3:24])[C:21]([CH3:27])([CH3:26])[O:20]2)=[C:10]([C:15]([F:18])([F:17])[F:16])[CH:9]=1)[C:2]1[CH:7]=[CH:6][CH:5]=[CH:4][CH:3]=1. Reactant: [CH2:1]([C:8]1[CH:13]=[CH:12][C:11](Br)=[C:10]([C:15]([F:18])([F:17])[F:16])[CH:9]=1)[C:2]1[CH:7]=[CH:6][CH:5]=[CH:4][CH:3]=1.[B:19]1([B:19]2[O:23][C:22]([CH3:25])([CH3:24])[C:21]([CH3:27])([CH3:26])[O:20]2)[O:23][C:22]([CH3:25])([CH3:24])[C:21]([CH3:27])([CH3:26])[O:20]1. The catalyst class is: 140.